This data is from Catalyst prediction with 721,799 reactions and 888 catalyst types from USPTO. The task is: Predict which catalyst facilitates the given reaction. (1) Reactant: C[O:2][C:3](=[O:25])[CH2:4][C:5]1[N:13]2[C:8]([CH:9]=[CH:10][CH:11]=[CH:12]2)=[C:7]([S:14]([C:17]2[CH:22]=[CH:21][C:20]([Cl:23])=[CH:19][CH:18]=2)(=[O:16])=[O:15])[C:6]=1[CH3:24].O1CCCC1.[OH-].[Li+].Cl. Product: [Cl:23][C:20]1[CH:21]=[CH:22][C:17]([S:14]([C:7]2[C:6]([CH3:24])=[C:5]([CH2:4][C:3]([OH:25])=[O:2])[N:13]3[C:8]=2[CH:9]=[CH:10][CH:11]=[CH:12]3)(=[O:16])=[O:15])=[CH:18][CH:19]=1. The catalyst class is: 6. (2) Reactant: [OH:1][C:2]1[CH:11]=[CH:10][C:9]([N+:12]([O-:14])=[O:13])=[CH:8][C:3]=1[C:4]([O:6][CH3:7])=[O:5].[F:15][C:16]1[CH:21]=[CH:20][CH:19]=[CH:18][C:17]=1[CH:22]([C:24]1[CH:29]=[CH:28][CH:27]=[CH:26][C:25]=1[F:30])O.C1(C)C=CC=CC=1.C1(P(C2C=CC=CC=2)C2C=CC=CC=2)C=CC=CC=1. Product: [F:15][C:16]1[CH:21]=[CH:20][CH:19]=[CH:18][C:17]=1[CH:22]([C:24]1[CH:29]=[CH:28][CH:27]=[CH:26][C:25]=1[F:30])[O:1][C:2]1[CH:11]=[CH:10][C:9]([N+:12]([O-:14])=[O:13])=[CH:8][C:3]=1[C:4]([O:6][CH3:7])=[O:5]. The catalyst class is: 3.